Dataset: Full USPTO retrosynthesis dataset with 1.9M reactions from patents (1976-2016). Task: Predict the reactants needed to synthesize the given product. (1) Given the product [CH2:1]([C:2]1[C:3]([OH:11])=[C:4]([CH3:10])[C:5]([CH3:9])=[C:6]([OH:7])[C:8]=1[CH3:12])/[CH:26]=[C:27](/[CH2:29][CH2:30][CH2:31][C@@H:32]([CH2:34][CH2:35][CH2:36][C@@H:37]([CH2:39][CH2:40][CH2:41][CH:42]([CH3:44])[CH3:43])[CH3:38])[CH3:33])\[CH3:28], predict the reactants needed to synthesize it. The reactants are: [CH3:1][C:2]1[C:3]([OH:11])=[C:4]([CH3:10])[C:5]([CH3:9])=[C:6]([CH:8]=1)[OH:7].[C:12]1(=O)OC(C)CO1.FC(F)(F)C(O)=O.[CH3:26][CH:27]([CH2:29][CH2:30][CH2:31][CH:32]([CH2:34][CH2:35][CH2:36][CH:37]([CH2:39][CH2:40][CH2:41][C:42](O)([CH:44]=C)[CH3:43])[CH3:38])[CH3:33])[CH3:28]. (2) The reactants are: [OH:1][C:2]1[C:10]([CH3:11])=[CH:9][CH:8]=[CH:7][C:3]=1[C:4](O)=[O:5].[CH3:12][O:13][C:14]([C:16]1([NH2:29])[CH2:27][C:26]2[C:28]3[C:22]([CH:23]=[CH:24][CH:25]=2)=[CH:21][CH:20]=[CH:19][C:18]=3[CH2:17]1)=[O:15].CN(C(ON1N=NC2C=CC=NC1=2)=[N+](C)C)C.F[P-](F)(F)(F)(F)F.CCN(C(C)C)C(C)C. Given the product [CH3:12][O:13][C:14]([C:16]1([NH:29][C:4](=[O:5])[C:3]2[CH:7]=[CH:8][CH:9]=[C:10]([CH3:11])[C:2]=2[OH:1])[CH2:27][C:26]2[C:28]3[C:22]([CH:23]=[CH:24][CH:25]=2)=[CH:21][CH:20]=[CH:19][C:18]=3[CH2:17]1)=[O:15], predict the reactants needed to synthesize it. (3) Given the product [CH3:16][O:12][CH:10]([C:7]1[CH:6]=[CH:5][C:4]([N+:1]([O-:3])=[O:2])=[CH:9][CH:8]=1)[CH3:11], predict the reactants needed to synthesize it. The reactants are: [N+:1]([C:4]1[CH:9]=[CH:8][C:7]([CH:10]([OH:12])[CH3:11])=[CH:6][CH:5]=1)([O-:3])=[O:2].[H-].[Na+].I[CH3:16]. (4) Given the product [C:1]([O:5][C:6](=[O:25])[NH:7][C:8]1[CH:13]=[C:12]([O:14][CH2:15][C:16]([F:18])([F:17])[F:19])[C:11]([C:20]([F:22])([F:23])[F:21])=[CH:10][C:9]=1[NH:24][C:31](=[O:30])[CH2:32][C:33](=[O:46])[C:34]1[CH:39]=[CH:38][CH:37]=[C:36]([C:40]2[CH:45]=[N:44][CH:43]=[CH:42][N:41]=2)[CH:35]=1)([CH3:4])([CH3:2])[CH3:3], predict the reactants needed to synthesize it. The reactants are: [C:1]([O:5][C:6](=[O:25])[NH:7][C:8]1[CH:13]=[C:12]([O:14][CH2:15][C:16]([F:19])([F:18])[F:17])[C:11]([C:20]([F:23])([F:22])[F:21])=[CH:10][C:9]=1[NH2:24])([CH3:4])([CH3:3])[CH3:2].C([O:30][C:31](=O)[CH2:32][C:33](=[O:46])[C:34]1[CH:39]=[CH:38][CH:37]=[C:36]([C:40]2[CH:45]=[N:44][CH:43]=[CH:42][N:41]=2)[CH:35]=1)(C)(C)C. (5) Given the product [CH:11]1([CH2:10][CH:2]([OH:1])[C:3]([O:5][CH2:6][CH3:7])=[O:4])[CH2:13][CH2:12]1, predict the reactants needed to synthesize it. The reactants are: [O:1]=[CH:2][C:3]([O:5][CH2:6][CH3:7])=[O:4].Br[Mg][CH2:10][CH:11]1[CH2:13][CH2:12]1. (6) Given the product [CH3:1][O:2][C:3]1[CH:4]=[C:5]2[C:10](=[CH:11][C:12]=1[O:13][CH3:14])[N:9]=[CH:8][N:7]=[C:6]2[O:15][C:16]1[C:22]([CH3:23])=[CH:21][C:19]([NH:20][C:29](=[O:35])[O:28][CH:26]2[CH2:39][CH2:38][CH2:37][CH2:41]2)=[C:18]([CH3:24])[CH:17]=1, predict the reactants needed to synthesize it. The reactants are: [CH3:1][O:2][C:3]1[CH:4]=[C:5]2[C:10](=[CH:11][C:12]=1[O:13][CH3:14])[N:9]=[CH:8][N:7]=[C:6]2[O:15][C:16]1[C:22]([CH3:23])=[CH:21][C:19]([NH2:20])=[C:18]([CH3:24])[CH:17]=1.Cl[C:26](Cl)([O:28][C:29](=[O:35])OC(Cl)(Cl)Cl)Cl.[CH:37]1(O)[CH2:41]C[CH2:39][CH2:38]1.C(=O)(O)[O-].[Na+]. (7) Given the product [CH2:1]([O:8][C:9]([N:27]1[C:28]([CH3:30])=[CH:29][CH:25]([C:23]2[CH:24]=[C:19]([NH:18][C:17]([O:16][C:12]([CH3:14])([CH3:13])[CH3:15])=[O:33])[C:20]([CH3:32])=[CH:21][C:22]=2[F:31])[NH:26]1)=[O:10])[C:2]1[CH:7]=[CH:6][CH:5]=[CH:4][CH:3]=1, predict the reactants needed to synthesize it. The reactants are: [CH2:1]([O:8][C:9](Cl)=[O:10])[C:2]1[CH:7]=[CH:6][CH:5]=[CH:4][CH:3]=1.[C:12]([O:16][C:17](=[O:33])[NH:18][C:19]1[CH:24]=[C:23]([C:25]2[CH:29]=[C:28]([CH3:30])[NH:27][N:26]=2)[C:22]([F:31])=[CH:21][C:20]=1[CH3:32])([CH3:15])([CH3:14])[CH3:13].CCN(C(C)C)C(C)C.C(O)(=O)CC(CC(O)=O)(C(O)=O)O. (8) Given the product [NH2:13][C@@H:14]([CH2:15][N:16]1[CH:21]=[C:20]([CH3:22])[C:19]([N:23]2[CH2:28][CH2:27][CH:26]([CH2:29][NH:30][C:31]3[NH:35][C:34]4[CH:36]=[CH:37][CH:38]=[CH:39][C:33]=4[N:32]=3)[CH2:25][CH2:24]2)=[N:18][C:17]1=[O:40])[C:41]([OH:43])=[O:42], predict the reactants needed to synthesize it. The reactants are: Cl.Cl.C(OC([NH:13][C@H:14]([C:41]([OH:43])=[O:42])[CH2:15][N:16]1[CH:21]=[C:20]([CH3:22])[C:19]([N:23]2[CH2:28][CH2:27][CH:26]([CH2:29][NH:30][C:31]3[NH2+:35][C:34]4[CH:36]=[CH:37][CH:38]=[CH:39][C:33]=4[N:32]=3)[CH2:25][CH2:24]2)=[N:18][C:17]1=[O:40])=O)C1C=CC=CC=1.C([O-])(=O)C.Br.C(Cl)Cl.CO. (9) Given the product [CH2:26]([N:28]1[CH:32]=[C:31]([CH2:33][C:34]([OH:36])=[O:35])[C:30]([O:14][CH2:13][CH2:12][CH2:11][C:8]2[CH:9]=[CH:10][C:5]([O:4][CH:1]([CH3:3])[CH3:2])=[CH:6][C:7]=2[O:15][C:16]2[CH:21]=[CH:20][C:19]([C:22]([F:25])([F:23])[F:24])=[CH:18][N:17]=2)=[N:29]1)[CH3:27], predict the reactants needed to synthesize it. The reactants are: [CH:1]([O:4][C:5]1[CH:10]=[CH:9][C:8]([CH2:11][CH2:12][CH2:13][OH:14])=[C:7]([O:15][C:16]2[CH:21]=[CH:20][C:19]([C:22]([F:25])([F:24])[F:23])=[CH:18][N:17]=2)[CH:6]=1)([CH3:3])[CH3:2].[CH2:26]([N:28]1[CH:32]=[C:31]([CH2:33][C:34]([O:36]C)=[O:35])[C:30](O)=[N:29]1)[CH3:27].C(P(CCCC)CCCC)CCC.N(C(N1CCCCC1)=O)=NC(N1CCCCC1)=O.O1CCCC1CO.[OH-].[Na+].Cl. (10) Given the product [CH3:12][O:11][C:10]1[CH:2]=[C:3]2[C:7](=[C:8]([O:13][CH3:14])[CH:9]=1)[CH2:6][N:5]([CH2:15][C:16]1[CH:21]=[CH:20][C:19]([Cl:22])=[CH:18][CH:17]=1)[CH2:4]2, predict the reactants needed to synthesize it. The reactants are: Br[C:2]1[C:10]([O:11][CH3:12])=[CH:9][C:8]([O:13][CH3:14])=[C:7]2[C:3]=1[CH2:4][N:5]([CH2:15][C:16]1[CH:21]=[CH:20][C:19]([Cl:22])=[CH:18][CH:17]=1)[CH2:6]2.C([SnH](CCCC)CCCC)CCC.[F-].[K+].